Dataset: Full USPTO retrosynthesis dataset with 1.9M reactions from patents (1976-2016). Task: Predict the reactants needed to synthesize the given product. The reactants are: [CH3:1][O:2][C:3]1[CH:4]=[C:5](C)[C:6]([C:12]([O:14][CH3:15])=[O:13])=[C:7]([CH:11]=1)[C:8](O)=O.C[OH:18].C([N:21]([CH2:24]C)CC)C.C1C=C[C:29]([O:32]P(OC2C=CC=CC=2)(N=[N+]=[N-])=O)=CC=1. Given the product [CH3:1][O:2][C:3]1[CH:11]=[C:7]([CH3:8])[C:6]([C:12]([O:14][CH3:15])=[O:13])=[C:5]([NH:21][C:24]([O:32][CH3:29])=[O:18])[CH:4]=1, predict the reactants needed to synthesize it.